This data is from Full USPTO retrosynthesis dataset with 1.9M reactions from patents (1976-2016). The task is: Predict the reactants needed to synthesize the given product. (1) Given the product [C:1]([C:5]1[CH:6]=[CH:7][C:8]([CH:11]2[CH2:13][CH:12]2[C:14]([NH:23][CH2:24][C:25]([C:27]2[CH:32]=[C:31]([O:33][CH3:34])[CH:30]=[CH:29][C:28]=2[CH3:35])=[O:26])=[O:16])=[CH:9][CH:10]=1)([CH3:2])([CH3:3])[CH3:4], predict the reactants needed to synthesize it. The reactants are: [C:1]([C:5]1[CH:10]=[CH:9][C:8]([CH:11]2[CH2:13][CH:12]2[C:14]([OH:16])=O)=[CH:7][CH:6]=1)([CH3:4])([CH3:3])[CH3:2].C(Cl)(=O)C(Cl)=O.[NH2:23][CH2:24][C:25]([C:27]1[CH:32]=[C:31]([O:33][CH3:34])[CH:30]=[CH:29][C:28]=1[CH3:35])=[O:26].C(N(C(C)C)CC)(C)C. (2) Given the product [Cl:1][C:2]1[S:6][C:5]([C:7]([NH+:9]([O-:35])[CH2:10][C@H:11]2[O:15][C:14](=[O:16])[N:13]([C:17]3[CH:22]=[CH:21][C:20]([N:23]4[CH2:24][CH2:25][O:26][CH2:27][CH2:28]4)=[C:19]([F:29])[CH:18]=3)[CH2:12]2)=[O:8])=[CH:4][CH:3]=1, predict the reactants needed to synthesize it. The reactants are: [Cl:1][C:2]1[S:6][C:5]([C:7]([NH:9][CH2:10][C@@H:11]2[O:15][C:14](=[O:16])[N:13]([C:17]3[CH:22]=[CH:21][C:20]([N:23]4[CH2:28][CH2:27][O:26][CH2:25][CH2:24]4)=[C:19]([F:29])[CH:18]=3)[CH2:12]2)=[O:8])=[CH:4][CH:3]=1.[Mg+2].C(O[O-])(=O)C1C(=CC=CC=1)C([O-])=[O:35]. (3) Given the product [Cl:10][C:7]1[CH:6]=[CH:5][C:4]([O:11][CH2:19][CH2:20][O:21][CH3:22])=[CH:3][C:8]=1[CH3:9], predict the reactants needed to synthesize it. The reactants are: C([C:3]1[C:8]([CH3:9])=[C:7]([Cl:10])[CH:6]=[CH:5][C:4]=1[OH:11])C.C(=O)([O-])[O-].[K+].[K+].Br[CH2:19][CH2:20][O:21][CH3:22]. (4) Given the product [Cl:18][C:19]1[CH:24]=[C:23]([N:1]2[CH:5]=[C:4]([C:6]3[C:7]([C:12]4[CH:13]=[CH:14][CH:15]=[CH:16][CH:17]=4)=[N:8][O:9][C:10]=3[CH3:11])[N:3]=[CH:2]2)[CH:22]=[CH:21][CH:20]=1, predict the reactants needed to synthesize it. The reactants are: [NH:1]1[CH:5]=[C:4]([C:6]2[C:7]([C:12]3[CH:17]=[CH:16][CH:15]=[CH:14][CH:13]=3)=[N:8][O:9][C:10]=2[CH3:11])[N:3]=[CH:2]1.[Cl:18][C:19]1[CH:20]=[C:21](B(O)O)[CH:22]=[CH:23][CH:24]=1.